This data is from NCI-60 drug combinations with 297,098 pairs across 59 cell lines. The task is: Regression. Given two drug SMILES strings and cell line genomic features, predict the synergy score measuring deviation from expected non-interaction effect. Drug 1: C1=NC2=C(N1)C(=S)N=CN2. Cell line: SK-MEL-28. Drug 2: CN(CCCl)CCCl.Cl. Synergy scores: CSS=20.0, Synergy_ZIP=-1.83, Synergy_Bliss=2.74, Synergy_Loewe=2.78, Synergy_HSA=2.62.